From a dataset of Full USPTO retrosynthesis dataset with 1.9M reactions from patents (1976-2016). Predict the reactants needed to synthesize the given product. (1) Given the product [Br:1][C:2]1[C:3]2[CH:4]=[C:5]3[C:14]([CH2:17][C:18]([O:20][CH3:21])=[O:19])([OH:15])[CH2:13][CH2:12][N:6]3[C:7]=2[CH:8]=[C:9]([F:11])[CH:10]=1, predict the reactants needed to synthesize it. The reactants are: [Br:1][C:2]1[C:3]2[CH:4]=[C:5]3[C:14](=[O:15])[CH2:13][CH2:12][N:6]3[C:7]=2[CH:8]=[C:9]([F:11])[CH:10]=1.Br[CH2:17][C:18]([O:20][CH3:21])=[O:19].[NH4+].[Cl-].CCOC(C)=O. (2) Given the product [O:4]1[C:8]2=[C:9]([N:13]3[CH2:18][CH2:17][N:16]([CH2:19][CH2:20][C@H:21]4[CH2:26][CH2:25][C@H:24]([NH:27][C:34]([C:31]5[CH:32]=[CH:33][C:28]([C:37]6[CH:38]=[CH:39][CH:40]=[CH:41][CH:42]=6)=[CH:29][CH:30]=5)=[O:35])[CH2:23][CH2:22]4)[CH2:15][CH2:14]3)[N:10]=[CH:11][CH:12]=[C:7]2[CH2:6][CH2:5]1, predict the reactants needed to synthesize it. The reactants are: Cl.Cl.Cl.[O:4]1[C:8]2=[C:9]([N:13]3[CH2:18][CH2:17][N:16]([CH2:19][CH2:20][C@H:21]4[CH2:26][CH2:25][C@H:24]([NH2:27])[CH2:23][CH2:22]4)[CH2:15][CH2:14]3)[N:10]=[CH:11][CH:12]=[C:7]2[CH2:6][CH2:5]1.[C:28]1([C:37]2[CH:42]=[CH:41][CH:40]=[CH:39][CH:38]=2)[CH:33]=[CH:32][C:31]([C:34](O)=[O:35])=[CH:30][CH:29]=1. (3) Given the product [F:1][C:2]1[CH:21]=[CH:20][C:5]2[C:6]([C:9]3[CH:10]=[C:11]([CH:12]=[CH:13][CH:14]=3)[O:15][CH2:16][C@H:17]([OH:18])[CH2:19][N:25]3[CH2:26][CH2:27][N:22]([C:28]4[N:29]=[CH:30][CH:31]=[CH:32][N:33]=4)[CH2:23][CH2:24]3)=[N:7][O:8][C:4]=2[CH:3]=1, predict the reactants needed to synthesize it. The reactants are: [F:1][C:2]1[CH:21]=[CH:20][C:5]2[C:6]([C:9]3[CH:14]=[CH:13][CH:12]=[C:11]([O:15][CH2:16][C@H:17]4[CH2:19][O:18]4)[CH:10]=3)=[N:7][O:8][C:4]=2[CH:3]=1.[N:22]1([C:28]2[N:33]=[CH:32][CH:31]=[CH:30][N:29]=2)[CH2:27][CH2:26][NH:25][CH2:24][CH2:23]1.